From a dataset of Reaction yield outcomes from USPTO patents with 853,638 reactions. Predict the reaction yield, written as a fraction of the theoretical maximum amount of product (1.0 means a 100% yield; for example, 0.34 means a 34% yield). (1) The product is [C:1]([O:8][CH2:15][C:13](=[O:17])[CH2:12][O:11][C:10](=[O:20])[CH2:18][CH2:23][CH2:22][C:21]#[CH:26])(=[O:7])[CH2:2][CH2:3][CH2:4][C:5]#[CH:6]. The catalyst is CN(C1C=CN=CC=1)C.C(Cl)Cl. The yield is 1.00. The reactants are [C:1]([OH:8])(=[O:7])[CH2:2][CH2:3][CH2:4][C:5]#[CH:6].C1O[C:13]([OH:17])([CH2:15]O)[CH2:12][O:11][C:10]1([OH:20])[CH2:18]O.[CH2:21]1[CH2:26]CC(N=C=N[CH:21]2[CH2:26]CC[CH2:23][CH2:22]2)[CH2:23][CH2:22]1. (2) The product is [Cl:16][C:11]1[CH:10]=[C:9]([C:8](=[C:17]2[CH2:23][CH2:22][CH2:21][CH2:20][CH2:19][CH2:18]2)[C:5]2[CH:6]=[CH:7][C:2](/[CH:26]=[CH:25]/[C:24]([O:28][CH2:29][CH3:30])=[O:27])=[CH:3][CH:4]=2)[CH:14]=[CH:13][C:12]=1[OH:15]. The reactants are Br[C:2]1[CH:7]=[CH:6][C:5]([C:8](=[C:17]2[CH2:23][CH2:22][CH2:21][CH2:20][CH2:19][CH2:18]2)[C:9]2[CH:14]=[CH:13][C:12]([OH:15])=[C:11]([Cl:16])[CH:10]=2)=[CH:4][CH:3]=1.[C:24]([O:28][CH2:29][CH3:30])(=[O:27])[CH:25]=[CH2:26].C(N(CC)CC)C.CN(C=O)C. The yield is 0.690. The catalyst is Cl[Pd](Cl)([P](C1C=CC=CC=1)(C1C=CC=CC=1)C1C=CC=CC=1)[P](C1C=CC=CC=1)(C1C=CC=CC=1)C1C=CC=CC=1.CCOC(C)=O.O. (3) The reactants are FC(F)(F)S(O[C:7]1[CH:8]=[C:9]2[C:14](=[CH:15][CH:16]=1)[C:13]([CH3:18])([CH3:17])[O:12][CH2:11][CH2:10]2)(=O)=O.[B:21]1([B:21]2[O:25][C:24]([CH3:27])([CH3:26])[C:23]([CH3:29])([CH3:28])[O:22]2)[O:25][C:24]([CH3:27])([CH3:26])[C:23]([CH3:29])([CH3:28])[O:22]1.CC([O-])=O.[K+]. The catalyst is O1CCOCC1.C1C=CC(P(C2C=CC=CC=2)[C-]2C=CC=C2)=CC=1.C1C=CC(P(C2C=CC=CC=2)[C-]2C=CC=C2)=CC=1.Cl[Pd]Cl.[Fe+2]. The product is [CH3:17][C:13]1([CH3:18])[C:14]2[C:9](=[CH:8][C:7]([B:21]3[O:25][C:24]([CH3:27])([CH3:26])[C:23]([CH3:29])([CH3:28])[O:22]3)=[CH:16][CH:15]=2)[CH2:10][CH2:11][O:12]1. The yield is 1.00. (4) The reactants are [Cl:1][C:2]1[N:7]=[C:6]([C:8]([NH2:10])=[O:9])[C:5]([N+:11]([O-])=O)=[CH:4][CH:3]=1.[CH:14](OCC)(OCC)OCC. No catalyst specified. The product is [Cl:1][C:2]1[CH:3]=[CH:4][C:5]2[N:11]=[CH:14][N:10]=[C:8]([OH:9])[C:6]=2[N:7]=1. The yield is 0.820. (5) The product is [Br:1][C:2]1[CH:10]=[CH:9][C:8]([C:11]([NH2:13])=[O:12])=[C:7]2[C:3]=1[C:4]([CH3:22])=[CH:5][NH:6]2. The yield is 0.740. The reactants are [Br:1][C:2]1[CH:10]=[CH:9][C:8]([C:11]([NH2:13])=[O:12])=[C:7]2[C:3]=1[C:4]([CH3:22])=[CH:5][N:6]2COCC[Si](C)(C)C.[F-].C([N+](CCCC)(CCCC)CCCC)CCC.C1COCC1.C(N)CN.Cl. The catalyst is CN(C=O)C.O. (6) The reactants are CON(C)[C:4]([C:6]1[CH:7]=[C:8]2[C:13](=[CH:14][CH:15]=1)[N:12]=[CH:11][CH:10]=[N:9]2)=[O:5]. The catalyst is C1COCC1. The product is [N:12]1[C:13]2[C:8](=[CH:7][C:6]([CH:4]=[O:5])=[CH:15][CH:14]=2)[N:9]=[CH:10][CH:11]=1. The yield is 0.937. (7) The reactants are [OH:1][C@H:2]1[CH2:6][CH2:5][CH2:4][C@@H:3]1[NH:7][C:8]1[C:13]([C:14]([O:16]CC)=[O:15])=[CH:12][N:11]=[C:10]([S:19][CH3:20])[N:9]=1.[OH-].[Na+]. The catalyst is C(O)C. The product is [OH:1][C@H:2]1[CH2:6][CH2:5][CH2:4][C@@H:3]1[NH:7][C:8]1[C:13]([C:14]([OH:16])=[O:15])=[CH:12][N:11]=[C:10]([S:19][CH3:20])[N:9]=1. The yield is 0.850. (8) The reactants are [Cl:1][C:2]1[CH:3]=[C:4]([CH2:20][C:21]([O:23]CC)=[O:22])[CH:5]=[CH:6][C:7]=1[O:8][CH2:9][C:10]1[CH:19]=[CH:18][C:17]2[C:12](=[CH:13][CH:14]=[CH:15][CH:16]=2)[N:11]=1.CO.O[Li].O.Cl. The catalyst is O.C1COCC1. The product is [Cl:1][C:2]1[CH:3]=[C:4]([CH2:20][C:21]([OH:23])=[O:22])[CH:5]=[CH:6][C:7]=1[O:8][CH2:9][C:10]1[CH:19]=[CH:18][C:17]2[C:12](=[CH:13][CH:14]=[CH:15][CH:16]=2)[N:11]=1. The yield is 0.860. (9) The reactants are [CH3:1][N:2]([CH3:35])[CH2:3][CH2:4][CH2:5][S:6]([N:9]1[CH2:14][CH2:13][CH:12]([C:15]2[C:23]3[C:18](=[C:19]([C:32]([NH2:34])=[O:33])[CH:20]=[C:21]([C:24]4[CH:29]=[CH:28][C:27]([CH:30]=O)=[CH:26][CH:25]=4)[CH:22]=3)[NH:17][CH:16]=2)[CH2:11][CH2:10]1)(=[O:8])=[O:7].[NH:36]1[CH2:40][CH2:39][CH2:38][CH2:37]1.[BH-](OC(C)=O)(OC(C)=O)OC(C)=O.[Na+]. No catalyst specified. The product is [CH3:1][N:2]([CH3:35])[CH2:3][CH2:4][CH2:5][S:6]([N:9]1[CH2:10][CH2:11][CH:12]([C:15]2[C:23]3[C:18](=[C:19]([C:32]([NH2:34])=[O:33])[CH:20]=[C:21]([C:24]4[CH:29]=[CH:28][C:27]([CH2:30][N:36]5[CH2:40][CH2:39][CH2:38][CH2:37]5)=[CH:26][CH:25]=4)[CH:22]=3)[NH:17][CH:16]=2)[CH2:13][CH2:14]1)(=[O:8])=[O:7]. The yield is 0.200.